This data is from NCI-60 drug combinations with 297,098 pairs across 59 cell lines. The task is: Regression. Given two drug SMILES strings and cell line genomic features, predict the synergy score measuring deviation from expected non-interaction effect. Drug 1: CC1C(C(CC(O1)OC2CC(CC3=C2C(=C4C(=C3O)C(=O)C5=C(C4=O)C(=CC=C5)OC)O)(C(=O)CO)O)N)O.Cl. Drug 2: C1=CC=C(C(=C1)C(C2=CC=C(C=C2)Cl)C(Cl)Cl)Cl. Cell line: PC-3. Synergy scores: CSS=-11.7, Synergy_ZIP=11.8, Synergy_Bliss=17.6, Synergy_Loewe=-23.6, Synergy_HSA=-1.93.